From a dataset of Merck oncology drug combination screen with 23,052 pairs across 39 cell lines. Regression. Given two drug SMILES strings and cell line genomic features, predict the synergy score measuring deviation from expected non-interaction effect. (1) Drug 1: CC(=O)OC1C(=O)C2(C)C(O)CC3OCC3(OC(C)=O)C2C(OC(=O)c2ccccc2)C2(O)CC(OC(=O)C(O)C(NC(=O)c3ccccc3)c3ccccc3)C(C)=C1C2(C)C. Drug 2: O=C(O)C1(Cc2cccc(Nc3nccs3)n2)CCC(Oc2cccc(Cl)c2F)CC1. Cell line: HCT116. Synergy scores: synergy=19.7. (2) Drug 1: O=c1[nH]cc(F)c(=O)[nH]1. Drug 2: C#Cc1cccc(Nc2ncnc3cc(OCCOC)c(OCCOC)cc23)c1. Cell line: SKOV3. Synergy scores: synergy=16.2. (3) Drug 1: N.N.O=C(O)C1(C(=O)O)CCC1.[Pt]. Drug 2: Cn1c(=O)n(-c2ccc(C(C)(C)C#N)cc2)c2c3cc(-c4cnc5ccccc5c4)ccc3ncc21. Cell line: SKOV3. Synergy scores: synergy=-6.23. (4) Cell line: KPL1. Synergy scores: synergy=1.42. Drug 2: CCc1cnn2c(NCc3ccc[n+]([O-])c3)cc(N3CCCCC3CCO)nc12. Drug 1: CCN(CC)CCNC(=O)c1c(C)[nH]c(C=C2C(=O)Nc3ccc(F)cc32)c1C. (5) Drug 1: O=C(O)C1(Cc2cccc(Nc3nccs3)n2)CCC(Oc2cccc(Cl)c2F)CC1. Drug 2: CC1(c2nc3c(C(N)=O)cccc3[nH]2)CCCN1. Cell line: OCUBM. Synergy scores: synergy=21.2. (6) Drug 1: NC(=O)c1cccc2cn(-c3ccc(C4CCCNC4)cc3)nc12. Drug 2: CCc1c2c(nc3ccc(O)cc13)-c1cc3c(c(=O)n1C2)COC(=O)C3(O)CC. Cell line: HCT116. Synergy scores: synergy=35.1. (7) Drug 1: CCC1(O)C(=O)OCc2c1cc1n(c2=O)Cc2cc3c(CN(C)C)c(O)ccc3nc2-1. Drug 2: Cn1cc(-c2cnn3c(N)c(Br)c(C4CCCNC4)nc23)cn1. Cell line: ZR751. Synergy scores: synergy=0.242. (8) Drug 2: CNC(=O)c1cc(Oc2ccc(NC(=O)Nc3ccc(Cl)c(C(F)(F)F)c3)cc2)ccn1. Synergy scores: synergy=19.4. Drug 1: CS(=O)(=O)CCNCc1ccc(-c2ccc3ncnc(Nc4ccc(OCc5cccc(F)c5)c(Cl)c4)c3c2)o1. Cell line: NCIH1650. (9) Drug 1: COC1=C2CC(C)CC(OC)C(O)C(C)C=C(C)C(OC(N)=O)C(OC)C=CC=C(C)C(=O)NC(=CC1=O)C2=O. Drug 2: NC1CCCCC1N.O=C(O)C(=O)O.[Pt+2]. Cell line: UWB1289. Synergy scores: synergy=-8.77.